This data is from Peptide-MHC class I binding affinity with 185,985 pairs from IEDB/IMGT. The task is: Regression. Given a peptide amino acid sequence and an MHC pseudo amino acid sequence, predict their binding affinity value. This is MHC class I binding data. (1) The peptide sequence is LWNFIHQQR. The MHC is HLA-A31:01 with pseudo-sequence HLA-A31:01. The binding affinity (normalized) is 0.765. (2) The peptide sequence is QSYKETVHK. The MHC is HLA-A31:01 with pseudo-sequence HLA-A31:01. The binding affinity (normalized) is 0.203. (3) The peptide sequence is AKATGRYNL. The MHC is HLA-A02:16 with pseudo-sequence HLA-A02:16. The binding affinity (normalized) is 0.0847.